Dataset: Full USPTO retrosynthesis dataset with 1.9M reactions from patents (1976-2016). Task: Predict the reactants needed to synthesize the given product. (1) Given the product [Cl:1][C:2]1[CH:7]=[CH:6][C:5]([CH2:8][C:9]([NH:11][C:12]2[CH:17]=[C:16]([C:18]([C:20]3[C:28]4[CH:27]=[N:26][CH:25]=[N:24][C:23]=4[N:22]([CH2:36][C:37]([O:39][CH3:40])=[O:38])[CH:21]=3)=[O:19])[CH:15]=[N:14][CH:13]=2)=[O:10])=[CH:4][CH:3]=1, predict the reactants needed to synthesize it. The reactants are: [Cl:1][C:2]1[CH:7]=[CH:6][C:5]([CH2:8][C:9]([NH:11][C:12]2[CH:13]=[N:14][CH:15]=[C:16]([C:18]([C:20]3[C:28]4[CH:27]=[N:26][CH:25]=[N:24][C:23]=4[NH:22][CH:21]=3)=[O:19])[CH:17]=2)=[O:10])=[CH:4][CH:3]=1.C([O-])([O-])=O.[Cs+].[Cs+].Br[CH2:36][C:37]([O:39][CH3:40])=[O:38]. (2) Given the product [N:7]([CH2:10][CH2:11][O:12][C:13]1[CH:20]=[CH:19][C:16]([CH:17]=[C:22]([C:21]#[N:25])[C:23]#[N:24])=[CH:15][CH:14]=1)=[N+:8]=[N-:9], predict the reactants needed to synthesize it. The reactants are: N1CCCCC1.[N:7]([CH2:10][CH2:11][O:12][C:13]1[CH:20]=[CH:19][C:16]([CH:17]=O)=[CH:15][CH:14]=1)=[N+:8]=[N-:9].[C:21](#[N:25])[CH2:22][C:23]#[N:24].